Dataset: Forward reaction prediction with 1.9M reactions from USPTO patents (1976-2016). Task: Predict the product of the given reaction. (1) Given the reactants C(O[C:6]([N:8]1[CH2:13][CH2:12][NH:11][CH2:10][CH2:9]1)=O)(C)(C)C.ClC[C:16](Cl)=[O:17].[C:19]([CH2:21][CH2:22][NH:23][CH3:24])#[N:20], predict the reaction product. The product is: [C:19]([CH2:21][CH2:22][N:23]([CH3:24])[C:16](=[O:17])[CH2:6][N:8]1[CH2:9][CH2:10][NH:11][CH2:12][CH2:13]1)#[N:20]. (2) Given the reactants [Br:1][C:2]1[N:7]=[CH:6][C:5]2[C:8](I)=[N:9][N:10]([CH:11]([CH3:13])[CH3:12])[C:4]=2[CH:3]=1.C(=O)([O-])[O-].[K+].[K+].[O:21]1[CH2:25][CH2:24][NH:23][C:22]1=[O:26].N1CCC[C@H]1C(O)=O, predict the reaction product. The product is: [Br:1][C:2]1[N:7]=[CH:6][C:5]2[C:8]([N:23]3[CH2:24][CH2:25][O:21][C:22]3=[O:26])=[N:9][N:10]([CH:11]([CH3:13])[CH3:12])[C:4]=2[CH:3]=1. (3) The product is: [Br:8][C:5]1[CH:6]=[CH:7][C:2]([C:17]2([OH:20])[CH2:18][CH2:19][O:14][CH2:15][CH2:16]2)=[CH:3][CH:4]=1. Given the reactants Br[C:2]1[CH:7]=[CH:6][C:5]([Br:8])=[CH:4][CH:3]=1.[Li]CCCC.[O:14]1[CH2:19][CH2:18][C:17](=[O:20])[CH2:16][CH2:15]1, predict the reaction product. (4) Given the reactants [CH3:1][N:2]([CH3:24])[C:3]1[CH:23]=[CH:22][C:6]([CH2:7][CH:8]2[C:17]3[C:12](=[CH:13][C:14]([O:20][CH3:21])=[C:15]([O:18][CH3:19])[CH:16]=3)[CH2:11][CH2:10][NH:9]2)=[CH:5][CH:4]=1.Br[CH2:26][C:27](Br)=[O:28].[CH3:30][O:31][C:32]1[CH:39]=[CH:38][CH:37]=[CH:36][C:33]=1[CH2:34][NH2:35], predict the reaction product. The product is: [CH3:24][N:2]([CH3:1])[C:3]1[CH:4]=[CH:5][C:6]([CH2:7][CH:8]2[C:17]3[C:12](=[CH:13][C:14]([O:20][CH3:21])=[C:15]([O:18][CH3:19])[CH:16]=3)[CH2:11][CH2:10][N:9]2[CH2:26][C:27]([NH:35][CH2:34][C:33]2[CH:36]=[CH:37][CH:38]=[CH:39][C:32]=2[O:31][CH3:30])=[O:28])=[CH:22][CH:23]=1. (5) Given the reactants [O:1]1[CH2:7][CH2:6][CH2:5][N:4]([CH2:8][C:9]2[N:17]3[C:12]([C:13]([NH2:18])=[N:14][CH:15]=[N:16]3)=[CH:11][CH:10]=2)[CH2:3][CH2:2]1.[Br:19]N1C(C)(C)C(=O)N(Br)C1=O, predict the reaction product. The product is: [Br:19][C:11]1[CH:10]=[C:9]([CH2:8][N:4]2[CH2:5][CH2:6][CH2:7][O:1][CH2:2][CH2:3]2)[N:17]2[C:12]=1[C:13]([NH2:18])=[N:14][CH:15]=[N:16]2. (6) Given the reactants [OH:1][C:2]1[CH:3]=[C:4]([C:8]2([CH3:18])[C:12]3[CH2:13][NH:14][CH2:15][CH2:16][C:11]=3[C:10](=[O:17])[O:9]2)[CH:5]=[CH:6][CH:7]=1.[CH2:19]([N:26]=[C:27]=[O:28])[C:20]1[CH:25]=[CH:24][CH:23]=[CH:22][CH:21]=1, predict the reaction product. The product is: [CH2:19]([NH:26][C:27]([N:14]1[CH2:15][CH2:16][C:11]2[C:10](=[O:17])[O:9][C:8]([C:4]3[CH:5]=[CH:6][CH:7]=[C:2]([OH:1])[CH:3]=3)([CH3:18])[C:12]=2[CH2:13]1)=[O:28])[C:20]1[CH:25]=[CH:24][CH:23]=[CH:22][CH:21]=1. (7) Given the reactants [N+:1]([C:4]1[CH:16]=[CH:15][C:7]([CH:8]=[C:9]2[CH2:14][CH2:13][O:12][CH2:11][CH2:10]2)=[CH:6][CH:5]=1)([O-])=O.C([O-])(=O)C.[Na+].[I:22]Cl, predict the reaction product. The product is: [I:22][C:5]1[CH:6]=[C:7]([CH2:8][CH:9]2[CH2:14][CH2:13][O:12][CH2:11][CH2:10]2)[CH:15]=[CH:16][C:4]=1[NH2:1]. (8) Given the reactants [CH2:1]=C1CCC2(OCCO2)CC1.[CH2:12]1[C:21]2[C:16](=[CH:17][CH:18]=[CH:19][CH:20]=2)[C:15](=O)[CH2:14][O:13]1.O1C2(CCC(=O)CC2)OCC1, predict the reaction product. The product is: [CH2:1]=[C:15]1[C:16]2[C:21](=[CH:20][CH:19]=[CH:18][CH:17]=2)[CH2:12][O:13][CH2:14]1. (9) Given the reactants C1([SiH2]C2C=CC=CC=2)C=CC=CC=1.[Cl:14][C:15]1[CH:29]=[C:28]([CH2:30][C:31]([N:33]2[C:41]3[C:36](=[CH:37][C:38]([C:42]4[CH:47]=[CH:46][C:45]([C:48]([F:51])([F:50])[F:49])=[CH:44][CH:43]=4)=[CH:39][CH:40]=3)[C:35]([CH3:53])([CH3:52])[CH2:34]2)=O)[CH:27]=[CH:26][C:16]=1[O:17][CH2:18][C:19]([O:21][C:22]([CH3:25])([CH3:24])[CH3:23])=[O:20], predict the reaction product. The product is: [Cl:14][C:15]1[CH:29]=[C:28]([CH2:30][CH2:31][N:33]2[C:41]3[C:36](=[CH:37][C:38]([C:42]4[CH:43]=[CH:44][C:45]([C:48]([F:49])([F:51])[F:50])=[CH:46][CH:47]=4)=[CH:39][CH:40]=3)[C:35]([CH3:53])([CH3:52])[CH2:34]2)[CH:27]=[CH:26][C:16]=1[O:17][CH2:18][C:19]([O:21][C:22]([CH3:25])([CH3:24])[CH3:23])=[O:20]. (10) Given the reactants [Cl:1][C:2]1[CH:7]=[CH:6][C:5]([N:8]([C@H:13]2[C:22]3[C:17](=[CH:18][CH:19]=[CH:20][CH:21]=3)[NH:16][C@@H:15]([CH3:23])[CH2:14]2)[C:9](=[O:12])[CH2:10][OH:11])=[CH:4][CH:3]=1.C(Cl)CCl.[C:28](O)(=[O:30])[CH3:29], predict the reaction product. The product is: [C:28]([O:11][CH2:10][C:9]([N:8]([C:5]1[CH:4]=[CH:3][C:2]([Cl:1])=[CH:7][CH:6]=1)[C@H:13]1[C:22]2[C:17](=[CH:18][CH:19]=[CH:20][CH:21]=2)[NH:16][C@@H:15]([CH3:23])[CH2:14]1)=[O:12])(=[O:30])[CH3:29].